Dataset: Catalyst prediction with 721,799 reactions and 888 catalyst types from USPTO. Task: Predict which catalyst facilitates the given reaction. (1) Reactant: Br[C:2]1[C:7]([N:8]([CH2:23][O:24][CH3:25])[S:9]([C:12]2[CH:17]=[CH:16][C:15]([Cl:18])=[C:14]([C:19]([F:22])([F:21])[F:20])[CH:13]=2)(=[O:11])=[O:10])=[CH:6][C:5]([Cl:26])=[CH:4][N:3]=1.C([Mg]Cl)(C)C.[CH3:32][O:33][C:34]1[N:45]=[CH:44][CH:43]=[CH:42][C:35]=1[C:36](N(OC)C)=[O:37]. Product: [Cl:18][C:15]1[CH:16]=[CH:17][C:12]([S:9]([N:8]([C:7]2[C:2]([C:36]([C:35]3[C:34]([O:33][CH3:32])=[N:45][CH:44]=[CH:43][CH:42]=3)=[O:37])=[N:3][CH:4]=[C:5]([Cl:26])[CH:6]=2)[CH2:23][O:24][CH3:25])(=[O:11])=[O:10])=[CH:13][C:14]=1[C:19]([F:22])([F:21])[F:20]. The catalyst class is: 1. (2) Reactant: [CH2:1]([O:3][C:4](=[O:21])[CH:5]([O:18][CH2:19][CH3:20])[CH2:6][C:7]1[CH:12]=[C:11]([O:13][CH2:14][CH3:15])[C:10]([OH:16])=[CH:9][C:8]=1[F:17])[CH3:2].[Cl:22][C:23]1[CH:28]=[CH:27][C:26]([C:29]2[S:30][C:31]([CH3:37])=[C:32]([CH2:34][CH2:35]O)[N:33]=2)=[CH:25][CH:24]=1.COC(=O)CC(=O)C(Br)C.ClC1C=CC(C(N)=S)=CC=1.C1(P(C2C=CC=CC=2)C2C=CC=CC=2)C=CC=CC=1.N(C(OCC)=O)=NC(OCC)=O. Product: [CH2:1]([O:3][C:4](=[O:21])[CH:5]([O:18][CH2:19][CH3:20])[CH2:6][C:7]1[CH:12]=[C:11]([O:13][CH2:14][CH3:15])[C:10]([O:16][CH2:35][CH2:34][C:32]2[N:33]=[C:29]([C:26]3[CH:27]=[CH:28][C:23]([Cl:22])=[CH:24][CH:25]=3)[S:30][C:31]=2[CH3:37])=[CH:9][C:8]=1[F:17])[CH3:2]. The catalyst class is: 7. (3) Reactant: [N+:1]([CH2:3][C:4]([O:6][CH2:7][CH3:8])=[O:5])#[C-:2].C1CCN2C(=NCCC2)CC1.[C:20](Cl)(=[O:27])[CH2:21][CH2:22][CH2:23][CH2:24][CH2:25][CH3:26].O. Product: [CH2:21]([C:20]1[O:27][CH:2]=[N:1][C:3]=1[C:4]([O:6][CH2:7][CH3:8])=[O:5])[CH2:22][CH2:23][CH2:24][CH2:25][CH3:26]. The catalyst class is: 3.